This data is from NCI-60 drug combinations with 297,098 pairs across 59 cell lines. The task is: Regression. Given two drug SMILES strings and cell line genomic features, predict the synergy score measuring deviation from expected non-interaction effect. (1) Drug 1: CC(C1=C(C=CC(=C1Cl)F)Cl)OC2=C(N=CC(=C2)C3=CN(N=C3)C4CCNCC4)N. Drug 2: C1=CC=C(C=C1)NC(=O)CCCCCCC(=O)NO. Cell line: SF-268. Synergy scores: CSS=6.78, Synergy_ZIP=4.46, Synergy_Bliss=2.88, Synergy_Loewe=-0.00754, Synergy_HSA=0.365. (2) Synergy scores: CSS=8.35, Synergy_ZIP=-3.73, Synergy_Bliss=-0.667, Synergy_Loewe=-2.70, Synergy_HSA=-0.742. Cell line: EKVX. Drug 2: CS(=O)(=O)CCNCC1=CC=C(O1)C2=CC3=C(C=C2)N=CN=C3NC4=CC(=C(C=C4)OCC5=CC(=CC=C5)F)Cl. Drug 1: C1=CC(=CC=C1C#N)C(C2=CC=C(C=C2)C#N)N3C=NC=N3. (3) Drug 1: CC1=C2C(C(=O)C3(C(CC4C(C3C(C(C2(C)C)(CC1OC(=O)C(C(C5=CC=CC=C5)NC(=O)OC(C)(C)C)O)O)OC(=O)C6=CC=CC=C6)(CO4)OC(=O)C)OC)C)OC. Drug 2: C1=C(C(=O)NC(=O)N1)N(CCCl)CCCl. Cell line: BT-549. Synergy scores: CSS=51.9, Synergy_ZIP=-2.62, Synergy_Bliss=-4.93, Synergy_Loewe=-12.1, Synergy_HSA=-0.937. (4) Drug 1: CC=C1C(=O)NC(C(=O)OC2CC(=O)NC(C(=O)NC(CSSCCC=C2)C(=O)N1)C(C)C)C(C)C. Drug 2: C(=O)(N)NO. Cell line: SF-539. Synergy scores: CSS=61.8, Synergy_ZIP=-2.17, Synergy_Bliss=-1.99, Synergy_Loewe=-7.90, Synergy_HSA=-0.922. (5) Drug 1: C1=CC(=C2C(=C1NCCNCCO)C(=O)C3=C(C=CC(=C3C2=O)O)O)NCCNCCO. Drug 2: C1=NNC2=C1C(=O)NC=N2. Cell line: SK-MEL-5. Synergy scores: CSS=22.0, Synergy_ZIP=-2.41, Synergy_Bliss=3.42, Synergy_Loewe=-14.1, Synergy_HSA=-0.246. (6) Drug 1: C1CCN(CC1)CCOC2=CC=C(C=C2)C(=O)C3=C(SC4=C3C=CC(=C4)O)C5=CC=C(C=C5)O. Drug 2: CC1CCC2CC(C(=CC=CC=CC(CC(C(=O)C(C(C(=CC(C(=O)CC(OC(=O)C3CCCCN3C(=O)C(=O)C1(O2)O)C(C)CC4CCC(C(C4)OC)OCCO)C)C)O)OC)C)C)C)OC. Cell line: SR. Synergy scores: CSS=34.4, Synergy_ZIP=3.39, Synergy_Bliss=2.04, Synergy_Loewe=-40.9, Synergy_HSA=-0.589. (7) Drug 1: CCC1=CC2CC(C3=C(CN(C2)C1)C4=CC=CC=C4N3)(C5=C(C=C6C(=C5)C78CCN9C7C(C=CC9)(C(C(C8N6C)(C(=O)OC)O)OC(=O)C)CC)OC)C(=O)OC.C(C(C(=O)O)O)(C(=O)O)O. Drug 2: C1=C(C(=O)NC(=O)N1)F. Cell line: 786-0. Synergy scores: CSS=35.5, Synergy_ZIP=-3.85, Synergy_Bliss=-4.72, Synergy_Loewe=-1.19, Synergy_HSA=0.828.